This data is from Forward reaction prediction with 1.9M reactions from USPTO patents (1976-2016). The task is: Predict the product of the given reaction. Given the reactants [NH2:1][CH2:2][CH:3]1[CH2:12][CH2:11][CH2:10][C:9]2[CH:8]=[C:7]([NH2:13])[CH:6]=[CH:5][C:4]1=2.Cl.[OH-].[Na+].[C:17](O[C:17](=[O:20])[CH2:18][CH3:19])(=[O:20])[CH2:18][CH3:19], predict the reaction product. The product is: [NH2:13][C:7]1[CH:8]=[C:9]2[C:4](=[CH:5][CH:6]=1)[CH:3]([CH2:2][NH:1][C:17](=[O:20])[CH2:18][CH3:19])[CH2:12][CH2:11][CH2:10]2.